Dataset: Catalyst prediction with 721,799 reactions and 888 catalyst types from USPTO. Task: Predict which catalyst facilitates the given reaction. (1) The catalyst class is: 1. Product: [CH3:20][N:13]1[C:14]2[C:19](=[CH:18][CH:17]=[CH:16][CH:15]=2)[C:11]([CH2:9][NH:8][CH3:7])=[CH:12]1. Reactant: [H-].[H-].[H-].[H-].[Li+].[Al+3].[CH3:7][NH:8][C:9]([C:11]1[C:19]2[C:14](=[CH:15][CH:16]=[CH:17][CH:18]=2)[N:13]([CH3:20])[CH:12]=1)=O. (2) Reactant: [CH2:1]([O:8][C:9]1[CH:16]=[C:15]([C:17]([CH3:20])([CH3:19])[CH3:18])[CH:14]=[C:13]([C:21]([CH3:24])([CH3:23])[CH3:22])[C:10]=1[CH:11]=O)[C:2]1[CH:7]=[CH:6][CH:5]=[CH:4][CH:3]=1.C([O-])(=O)C.[NH4+].[N+:30]([CH3:33])([O-:32])=[O:31]. Product: [CH2:1]([O:8][C:9]1[CH:16]=[C:15]([C:17]([CH3:20])([CH3:19])[CH3:18])[CH:14]=[C:13]([C:21]([CH3:24])([CH3:23])[CH3:22])[C:10]=1[CH:11]=[CH:33][N+:30]([O-:32])=[O:31])[C:2]1[CH:7]=[CH:6][CH:5]=[CH:4][CH:3]=1. The catalyst class is: 15. (3) Reactant: [CH3:1][O:2][C:3]1[C:4]([N+:12]([O-:14])=[O:13])=[C:5]([CH:9]=[CH:10][CH:11]=1)C(O)=O.C([N:17]([CH2:20]C)CC)C.C1(P(N=[N+]=[N-])(C2C=CC=CC=2)=[O:29])C=CC=CC=1.[CH3:39][C:40]([OH:43])([CH3:42])[CH3:41]. Product: [CH3:1][O:2][C:3]1[C:4]([N+:12]([O-:14])=[O:13])=[C:5]([NH:17][C:20](=[O:29])[O:43][C:40]([CH3:42])([CH3:41])[CH3:39])[CH:9]=[CH:10][CH:11]=1. The catalyst class is: 11. (4) Reactant: [C:12]([O:11][C:9](O[C:9]([O:11][C:12]([CH3:15])([CH3:14])[CH3:13])=[O:10])=[O:10])([CH3:15])([CH3:14])[CH3:13].[NH:16]1[CH2:26][CH2:25][CH:19]([C:20]([O:22][CH2:23][CH3:24])=[O:21])[CH2:18][CH2:17]1. Product: [CH2:23]([O:22][C:20]([CH:19]1[CH2:25][CH2:26][N:16]([C:9]([O:11][C:12]([CH3:13])([CH3:14])[CH3:15])=[O:10])[CH2:17][CH2:18]1)=[O:21])[CH3:24]. The catalyst class is: 2. (5) Reactant: [CH3:1][O:2][C:3]1[C:14]([O:15][CH3:16])=[CH:13][C:12]2=[C:17]3[C:4]=1[CH2:5][CH:6](O)[N:7]([C:18]1[CH:23]=[CH:22][C:21]([Cl:24])=[CH:20][CH:19]=1)[C:8]3=[N:9][CH:10]=[N:11]2.C(N(CC)CC)C.CS(Cl)(=O)=O. Product: [Cl:24][C:21]1[CH:22]=[CH:23][C:18]([N:7]2[CH:6]=[CH:5][C:4]3[C:17]4[C:8]2=[N:9][CH:10]=[N:11][C:12]=4[CH:13]=[C:14]([O:15][CH3:16])[C:3]=3[O:2][CH3:1])=[CH:19][CH:20]=1. The catalyst class is: 4. (6) Product: [CH:72]1([N:77]2[C:81]3[N:82]=[C:83]([NH:86][C:50]4[CH:51]=[CH:52][C:53]([N:56]5[CH2:61][CH2:60][N:59]([CH2:62][CH2:63][O:64][Si:65]([C:68]([CH3:71])([CH3:70])[CH3:69])([CH3:67])[CH3:66])[CH2:58][CH2:57]5)=[CH:54][N:55]=4)[N:84]=[CH:85][C:80]=3[C:79]3[CH:87]=[CH:88][N:89]=[C:90]([F:91])[C:78]2=3)[CH2:73][CH2:74][CH2:75][CH2:76]1. The catalyst class is: 110. Reactant: CC1(C)C2C(=C(P(C3C=CC=CC=3)C3C=CC=CC=3)C=CC=2)OC2C(P(C3C=CC=CC=3)C3C=CC=CC=3)=CC=CC1=2.CC([O-])(C)C.[Na+].Cl[C:50]1[N:55]=[CH:54][C:53]([N:56]2[CH2:61][CH2:60][N:59]([CH2:62][CH2:63][O:64][Si:65]([C:68]([CH3:71])([CH3:70])[CH3:69])([CH3:67])[CH3:66])[CH2:58][CH2:57]2)=[CH:52][CH:51]=1.[CH:72]1([N:77]2[C:81]3[N:82]=[C:83]([NH2:86])[N:84]=[CH:85][C:80]=3[C:79]3[CH:87]=[CH:88][N:89]=[C:90]([F:91])[C:78]2=3)[CH2:76][CH2:75][CH2:74][CH2:73]1. (7) Reactant: [O:1]=[C:2]1[NH:8][C:7]2[C:9]3[C:14]([CH:15]=[CH:16][C:6]=2[C:5]([C:17]2[CH:22]=[CH:21][C:20]([NH:23][C:24](=[O:33])[CH2:25][CH2:26][C:27]4[CH:32]=[CH:31][CH:30]=[CH:29][N:28]=4)=[CH:19][CH:18]=2)=[N:4][CH2:3]1)=[CH:13][CH:12]=[CH:11][CH:10]=3.C(=O)([O-])[O-].[K+].[K+].[CH3:40][O:41][C:42]1[CH:49]=[CH:48][C:45]([CH2:46]Cl)=[CH:44][CH:43]=1.O. Product: [CH3:40][O:41][C:42]1[CH:49]=[CH:48][C:45]([CH2:46][N:8]2[C:7]3[C:9]4[C:14]([CH:15]=[CH:16][C:6]=3[C:5]([C:17]3[CH:18]=[CH:19][C:20]([NH:23][C:24](=[O:33])[CH2:25][CH2:26][C:27]5[CH:32]=[CH:31][CH:30]=[CH:29][N:28]=5)=[CH:21][CH:22]=3)=[N:4][CH2:3][C:2]2=[O:1])=[CH:13][CH:12]=[CH:11][CH:10]=4)=[CH:44][CH:43]=1. The catalyst class is: 3. (8) Reactant: [OH-].[Na+].C[O:4][C:5](=[O:39])[CH2:6][C:7]1[CH:8]=[N:9][CH:10]=[C:11]([C:13]2[CH:18]=[CH:17][C:16]([C:19]([CH2:37][CH3:38])([C:22]3[CH:27]=[CH:26][C:25]([C:28]#[C:29][C:30]4([OH:35])[CH2:34][CH2:33][CH2:32][CH2:31]4)=[C:24]([CH3:36])[CH:23]=3)[CH2:20][CH3:21])=[CH:15][CH:14]=2)[CH:12]=1.[Cl-].[NH4+]. Product: [CH2:20]([C:19]([C:16]1[CH:15]=[CH:14][C:13]([C:11]2[CH:12]=[C:7]([CH2:6][C:5]([OH:39])=[O:4])[CH:8]=[N:9][CH:10]=2)=[CH:18][CH:17]=1)([C:22]1[CH:27]=[CH:26][C:25]([C:28]#[C:29][C:30]2([OH:35])[CH2:31][CH2:32][CH2:33][CH2:34]2)=[C:24]([CH3:36])[CH:23]=1)[CH2:37][CH3:38])[CH3:21]. The catalyst class is: 5. (9) Reactant: [F:1][C:2]([F:34])([F:33])[C:3]([N:5]=[S:6]([CH2:8][C:9]1[CH:14]=[CH:13][N:12]=[C:11]([NH:15][C:16]2[CH:21]=[C:20]([C:22]3[C:30]4[O:29][CH:28]=[CH:27][C:26]=4[C:25]([F:31])=[CH:24][CH:23]=3)[C:19]([F:32])=[CH:18][N:17]=2)[CH:10]=1)[CH3:7])=[O:4].[OH:35]OS([O-])=O.[K+].S([O-])(O[O-])(=O)=[O:42].[K+].[K+].[OH-].[K+]. Product: [F:32][C:19]1[C:20]([C:22]2[C:30]3[O:29][CH:28]=[CH:27][C:26]=3[C:25]([F:31])=[CH:24][CH:23]=2)=[CH:21][C:16]([NH:15][C:11]2[CH:10]=[C:9]([CH2:8][S:6]([CH3:7])(=[NH:5])=[O:35])[CH:14]=[CH:13][N:12]=2)=[N:17][CH:18]=1.[F:34][C:2]([F:1])([F:33])[C:3]([N:5]=[S:6]([CH2:8][C:9]1[CH:14]=[CH:13][N:12]=[C:11]([NH:15][C:16]2[CH:21]=[C:20]([C:22]3[C:30]4[O:29][CH:28]=[CH:27][C:26]=4[C:25]([F:31])=[CH:24][CH:23]=3)[C:19]([F:32])=[CH:18][N:17]=2)[CH:10]=1)([CH3:7])=[O:42])=[O:4]. The catalyst class is: 24. (10) Reactant: [CH3:1][O:2][C:3]([C:5]1[CH:6]=[CH:7][C:8]([N+:14]([O-:16])=[O:15])=[C:9]([CH:13]=1)[C:10]([OH:12])=O)=[O:4].C(Cl)(=O)C(Cl)=O.[Cl:23][C:24]1[CH:30]=[CH:29][C:27]([NH2:28])=[CH:26][CH:25]=1.C(N(CC)C(C)C)(C)C.[Cl-].[NH4+]. Product: [Cl:23][C:24]1[CH:30]=[CH:29][C:27]([NH:28][C:10](=[O:12])[C:9]2[CH:13]=[C:5]([CH:6]=[CH:7][C:8]=2[N+:14]([O-:16])=[O:15])[C:3]([O:2][CH3:1])=[O:4])=[CH:26][CH:25]=1. The catalyst class is: 120.